The task is: Binary Classification. Given a miRNA mature sequence and a target amino acid sequence, predict their likelihood of interaction.. This data is from Experimentally validated miRNA-target interactions with 360,000+ pairs, plus equal number of negative samples. (1) The miRNA is mmu-miR-148b-3p with sequence UCAGUGCAUCACAGAACUUUGU. The protein sequence of the target gene is MRAQWPGQLWAALLALGALAGVVVGESNICTTRGVNSCQQCLAVSPVCAWCSDETLSQGSPRCNLKENLLKDNCAPESIEFPVSEAQILEARPLSSKGSGSSAQITQVSPQRIALRLRPDDSKIFSLQVRQVEDYPVDIYYLMDLSFSMKDDLSSIQTLGTKLASQMRKLTSNLRIGFGAFVDKPVSPYMYISPPQAIKNPCYNMKNACLPMFGYKHVLTLTDQVSRFNEEVKKQSVSRNRDAPEGGFDAIMQATVCDEKIGWRNDASHLLVFTTDAKTHIALDGRLAGIVLPNDGHCHI.... Result: 1 (interaction). (2) The miRNA is mmu-miR-465c-5p with sequence UAUUUAGAAUGGCGCUGAUCUG. The protein sequence of the target gene is MASPPDTDGFSDVRKVGYLRKPKSMHKRFFVLRAASEAGGPARLEYYENEKKWRHKSSAPKRSIPLESCFNINKRADSKNKHLVALYTRDEHFAIAADSEAEQDSWYQALLQLHNRAKAHHDGAGGGCGGSCSGSSGVGEAGEDLSYDTGPGPAFKEVWQVILKPKGLGQTKNLIGIYRLCLTSKTISFVKLNSEAAAVVLQLMNIRRCGHSENFFFIEVGRSAVTGPGEFWMQVDDSVVAQNMHETILEAMRAMSDEFRPRSKSQSSSSCSNPISVPLRRHHLNNPPPSQVGLTRRSRT.... Result: 0 (no interaction). (3) The miRNA is mmu-miR-692 with sequence AUCUCUUUGAGCGCCUCACUC. The protein sequence of the target gene is MLFSGGQYSPVGRPEEVLLIYKIFLVIICFHVILVTSLKENGNSSLLSPSAESSLVSLIPYSNGTPDAASEVLSTLNKTEKSKITIVKTFNASGVKSQRNICNLSSLCNDSVFFRGEIVFQHDEDHNVTQNQDTANGTFAGVLSLSELKRSELNKTLQTLSETYFIVCATAEAQSTVNCTFTVKLNETMNVCAMMVTFQTVQIRPMEQCCCSPRTPCPSSPEELEKLQCELQDPIVCLADQPHGPPLSSSSKPVVPQATIISHVASDFSLAEPLDHALMTPSTPSLTQESNLPSPQPTIP.... Result: 1 (interaction). (4) The miRNA is hsa-miR-367-5p with sequence ACUGUUGCUAAUAUGCAACUCU. The protein sequence of the target gene is MAAPVLLRVSVPRWERVARYAVCAAGILLSIYAYHVEREKERDPEHRALCDLGPWVKCSAALASRWGRGFGLLGSIFGKDGVLNQPNSVFGLIFYILQLLLGMTASAVAALILMTSSIMSVVGSLYLAYILYFVLKEFCIICIVTYVLNFLLLIINYKRLVYLNEAWKRQLQPKQD. Result: 1 (interaction). (5) The miRNA is mmu-miR-1197-3p with sequence UAGGACACAUGGUCUACUUCU. The protein sequence of the target gene is MVLAVAMSQDADPSGPEQPDRDACVMPGVQGPSVPQGQQGMQPLPPPPPPQPQASLPQIIQNAAKLLDKSPFSVNNQNPLLTSPASVQLAQIQAQLTLHRLKMAQTAVTNNTAAATVLNQVLSKVAMSQPLFNQLRHPSVLGTAHGPTGVSQHAASVPSAHFPSTAIAFSPPSQTGGPGPSVSLPSQPPNAMVVHTFSGVVPQTPAQPAVILSLGKAGPTPATTGFYDYGKANSGQAYGSETEGQPGFLPASASATASGSMTYEGHYSHTGQDGQPAFSKDFYGPNAQGPHIAGGFPADQ.... Result: 1 (interaction). (6) The miRNA is hsa-miR-125a-5p with sequence UCCCUGAGACCCUUUAACCUGUGA. The protein sequence of the target gene is MYSQRFGTVQREVKGPTPKVVIVRSKPPKGQGAEHHLERIRRSHQKHNAILASIKSSERDRLKAEWDQHNDCKILDSLVRARIKDAVQGFIINIEERRNKLRELLALEENEYFTEMQLKKETIEEKKDRMREKTKLLKEKNEKERQDFVAEKLDQQFRERCEELRVELLSIHQKKVCEERKAQIAFNEELSRQKLVEEQMFSKLWEEDRLAKEKREAQEARRQKELMENTRLGLNAQITSIKAQRQATQLLKEEEARLVESNNAQIKHENEQDMLKKQKAKQETRTILQKALQERIEHIQ.... Result: 0 (no interaction).